From a dataset of Reaction yield outcomes from USPTO patents with 853,638 reactions. Predict the reaction yield, written as a fraction of the theoretical maximum amount of product (1.0 means a 100% yield; for example, 0.34 means a 34% yield). (1) The catalyst is ClCCl. The product is [N:17]1([C:14]([C:11]2[CH:10]=[CH:9][C:8]([C:5]3[CH:4]=[CH:3][C:2]([OH:1])=[CH:7][CH:6]=3)=[CH:13][CH:12]=2)=[O:16])[CH2:22][CH2:21][O:20][CH2:19][CH2:18]1. The reactants are [OH:1][C:2]1[CH:7]=[CH:6][C:5]([C:8]2[CH:13]=[CH:12][C:11]([C:14]([OH:16])=O)=[CH:10][CH:9]=2)=[CH:4][CH:3]=1.[NH:17]1[CH2:22][CH2:21][O:20][CH2:19][CH2:18]1.C(N(CC)CC)C.Cl.CN(C)CCCN=C=NCC. The yield is 0.830. (2) The reactants are CCN=C=NCCCN(C)C.[F:12][C:13]1[CH:18]=[CH:17][C:16]([N:19]2[CH2:23][CH2:22][CH:21]([C:24]([OH:26])=O)[C:20]2=[O:27])=[CH:15][CH:14]=1.C1C=CC2N(O)N=NC=2C=1.[F:38][C:39]1[CH:40]=[C:41]([CH:43]=[CH:44][C:45]=1[O:46][C:47]1[C:56]2[C:51](=[CH:52][C:53]([O:59][CH2:60][CH2:61][CH2:62][N:63]3[CH2:68][CH2:67][O:66][CH2:65][CH2:64]3)=[C:54]([O:57][CH3:58])[CH:55]=2)[N:50]=[CH:49][CH:48]=1)[NH2:42].CCN(CC)CC. The catalyst is CN(C=O)C.CCOC(C)=O. The product is [F:38][C:39]1[CH:40]=[C:41]([NH:42][C:24]([CH:21]2[CH2:22][CH2:23][N:19]([C:16]3[CH:15]=[CH:14][C:13]([F:12])=[CH:18][CH:17]=3)[C:20]2=[O:27])=[O:26])[CH:43]=[CH:44][C:45]=1[O:46][C:47]1[C:56]2[C:51](=[CH:52][C:53]([O:59][CH2:60][CH2:61][CH2:62][N:63]3[CH2:68][CH2:67][O:66][CH2:65][CH2:64]3)=[C:54]([O:57][CH3:58])[CH:55]=2)[N:50]=[CH:49][CH:48]=1. The yield is 0.650. (3) The reactants are FC(F)(F)C(O)=O.[N:8]1([C:14]2[N:19]3[N:20]=[C:21]([C:23]4[CH:28]=[CH:27][CH:26]=[CH:25][CH:24]=4)[CH:22]=[C:18]3[N:17]=[C:16]([NH:29][NH2:30])[CH:15]=2)[CH2:13][CH2:12][O:11][CH2:10][CH2:9]1.[Cl:31][C:32]1[CH:39]=[CH:38][C:35]([CH:36]=O)=[CH:34][CH:33]=1. The catalyst is C(O)C. The product is [Cl:31][C:32]1[CH:39]=[CH:38][C:35]([CH:36]=[N:30][NH:29][C:16]2[CH:15]=[C:14]([N:8]3[CH2:13][CH2:12][O:11][CH2:10][CH2:9]3)[N:19]3[N:20]=[C:21]([C:23]4[CH:28]=[CH:27][CH:26]=[CH:25][CH:24]=4)[CH:22]=[C:18]3[N:17]=2)=[CH:34][CH:33]=1. The yield is 0.570. (4) The reactants are C(OC[N:9]1[C:18](=[O:19])[C:17]2[C:12](=[CH:13][C:14]([O:21][CH3:22])=[CH:15][C:16]=2[OH:20])[N:11]=[CH:10]1)(=O)C(C)(C)C.[O:23]1[CH2:28][CH2:27][CH:26](O)[CH2:25][CH2:24]1.C1C=CC(P(C2C=CC=CC=2)C2C=CC=CC=2)=CC=1.N(C(OC(C)(C)C)=O)=NC(OC(C)(C)C)=O. The catalyst is C(Cl)Cl. The product is [CH3:22][O:21][C:14]1[CH:13]=[C:12]2[C:17]([C:18](=[O:19])[NH:9][CH:10]=[N:11]2)=[C:16]([O:20][CH:26]2[CH2:27][CH2:28][O:23][CH2:24][CH2:25]2)[CH:15]=1. The yield is 0.760. (5) The reactants are [N:1]1([CH:6]2[CH2:11][CH2:10][C:9](=O)[CH2:8][CH2:7]2)[CH:5]=[N:4][CH:3]=[N:2]1.[CH3:13][O:14][C:15]([C:17]1[S:18][C:19]([C:23]2[CH2:28][CH2:27][CH2:26][CH2:25][CH:24]=2)=[CH:20][C:21]=1[NH2:22])=[O:16].C1([SiH3])C=CC=CC=1. The catalyst is C([Sn](Cl)(Cl)CCCC)CCC. The product is [CH3:13][O:14][C:15]([C:17]1[S:18][C:19]([C:23]2[CH2:28][CH2:27][CH2:26][CH2:25][CH:24]=2)=[CH:20][C:21]=1[NH:22][CH:9]1[CH2:10][CH2:11][CH:6]([N:1]2[CH:5]=[N:4][CH:3]=[N:2]2)[CH2:7][CH2:8]1)=[O:16]. The yield is 0.920. (6) The reactants are Cl[C:2]1[N:7]2[CH:8]=[CH:9][N:10]=[C:6]2[CH:5]=[C:4]([C:11]2[CH:16]=[CH:15][C:14]([O:17][CH3:18])=[C:13]([O:19][CH3:20])[CH:12]=2)[N:3]=1.[NH2:21][CH2:22][C:23]1[CH:28]=[CH:27][N:26]=[CH:25][CH:24]=1.C(N(C(C)C)CC)(C)C. The catalyst is CC(O)C. The product is [CH3:20][O:19][C:13]1[CH:12]=[C:11]([C:4]2[N:3]=[C:2]([NH:21][CH2:22][C:23]3[CH:28]=[CH:27][N:26]=[CH:25][CH:24]=3)[N:7]3[CH:8]=[CH:9][N:10]=[C:6]3[CH:5]=2)[CH:16]=[CH:15][C:14]=1[O:17][CH3:18]. The yield is 0.526.